Dataset: Peptide-MHC class I binding affinity with 185,985 pairs from IEDB/IMGT. Task: Regression. Given a peptide amino acid sequence and an MHC pseudo amino acid sequence, predict their binding affinity value. This is MHC class I binding data. (1) The peptide sequence is VLFIHPLDA. The MHC is HLA-A69:01 with pseudo-sequence HLA-A69:01. The binding affinity (normalized) is 0.0847. (2) The peptide sequence is IPIPSSWAF. The MHC is HLA-B51:01 with pseudo-sequence HLA-B51:01. The binding affinity (normalized) is 0.751. (3) The peptide sequence is RTTSAVGDV. The MHC is HLA-A68:02 with pseudo-sequence HLA-A68:02. The binding affinity (normalized) is 0.422. (4) The peptide sequence is TLYVKALTK. The MHC is HLA-A33:01 with pseudo-sequence HLA-A33:01. The binding affinity (normalized) is 0.108.